Dataset: Catalyst prediction with 721,799 reactions and 888 catalyst types from USPTO. Task: Predict which catalyst facilitates the given reaction. (1) Reactant: [H-].[Na+].[NH:3]1[CH:7]=[CH:6][N:5]=[CH:4]1.CS(O[CH2:13][C@@H:14]1[C@@H:23]([CH3:24])[C@H:22]([C:25]([C:27]2[CH:32]=[C:31]([O:33][CH3:34])[CH:30]=[C:29]([O:35][CH3:36])[CH:28]=2)=[O:26])[C@:21]2([CH3:37])[C@H:16]([C:17]([CH3:39])([CH3:38])[CH2:18][CH2:19][CH2:20]2)[CH2:15]1)(=O)=O.C([O-])(O)=O.[Na+]. Product: [CH3:36][O:35][C:29]1[CH:28]=[C:27]([C:25]([C@@H:22]2[C@:21]3([CH3:37])[C@H:16]([C:17]([CH3:39])([CH3:38])[CH2:18][CH2:19][CH2:20]3)[CH2:15][C@H:14]([CH2:13][N:3]3[CH:7]=[CH:6][N:5]=[CH:4]3)[C@H:23]2[CH3:24])=[O:26])[CH:32]=[C:31]([O:33][CH3:34])[CH:30]=1. The catalyst class is: 215. (2) Reactant: [CH3:1][C:2]1[S:3][C:4]([C:8]([OH:10])=O)=[C:5]([CH3:7])[N:6]=1.O1CCCC1.C(Cl)(=O)C(Cl)=O.[NH2:22][C:23]1[CH:24]=[C:25]([CH:42]=[CH:43][CH:44]=1)[O:26][C:27]1[CH:28]=[CH:29][C:30]2[N:31]([N:33]=[C:34]([NH:36][C:37]([CH:39]3[CH2:41][CH2:40]3)=[O:38])[N:35]=2)[CH:32]=1. Product: [CH:39]1([C:37]([NH:36][C:34]2[N:35]=[C:30]3[CH:29]=[CH:28][C:27]([O:26][C:25]4[CH:24]=[C:23]([NH:22][C:8]([C:4]5[S:3][C:2]([CH3:1])=[N:6][C:5]=5[CH3:7])=[O:10])[CH:44]=[CH:43][CH:42]=4)=[CH:32][N:31]3[N:33]=2)=[O:38])[CH2:40][CH2:41]1. The catalyst class is: 402. (3) Reactant: [C:1]1([C:7]#[C:8][C:9]2[CH:10]=[C:11]([CH:15]=O)[CH:12]=[N:13][CH:14]=2)[CH:6]=[CH:5][CH:4]=[CH:3][CH:2]=1.C(=O)([O-])[O-].[K+].[K+].[ClH:23].[O:24]([NH2:26])[CH3:25]. Product: [ClH:23].[CH3:25][O:24]/[N:26]=[CH:15]/[C:11]1[CH:12]=[N:13][CH:14]=[C:9]([C:8]#[C:7][C:1]2[CH:2]=[CH:3][CH:4]=[CH:5][CH:6]=2)[CH:10]=1. The catalyst class is: 8. (4) Reactant: [CH2:1]([O:8][C:9]([NH:11][S:12]([C:15]1[CH:23]=[CH:22][C:18]([C:19](O)=[O:20])=[CH:17][CH:16]=1)(=[O:14])=[O:13])=[O:10])[C:2]1[CH:7]=[CH:6][CH:5]=[CH:4][CH:3]=1.C(Cl)(=O)C([Cl:27])=O. Product: [Cl:27][C:19]([C:18]1[CH:22]=[CH:23][C:15]([S:12]([NH:11][C:9](=[O:10])[O:8][CH2:1][C:2]2[CH:7]=[CH:6][CH:5]=[CH:4][CH:3]=2)(=[O:14])=[O:13])=[CH:16][CH:17]=1)=[O:20]. The catalyst class is: 120. (5) Reactant: [Br:1][C:2]1[C:7]2[N:8]=[C:9]([CH3:13])[O:10][C:11](=O)[C:6]=2[CH:5]=[CH:4][CH:3]=1.[CH3:14][NH2:15].C1COCC1. Product: [Br:1][C:2]1[CH:3]=[CH:4][CH:5]=[C:6]2[C:7]=1[N:8]=[C:9]([CH3:13])[N:15]([CH3:14])[C:11]2=[O:10]. The catalyst class is: 1. (6) Reactant: [CH2:1]([O:8][C:9]1[CH:10]=[C:11](OS(C(F)(F)F)(=O)=O)[C:12]([NH:23][C:24]([OH:26])=[O:25])=[C:13](OS(C(F)(F)F)(=O)=O)[CH:14]=1)[C:2]1[CH:7]=[CH:6][CH:5]=[CH:4][CH:3]=1.[P:35]([O-:42])([O:39][CH2:40][CH3:41])[O:36][CH2:37][CH3:38].C(N([CH2:48][CH3:49])CC)C. Product: [CH2:1]([O:8][C:9]1[CH:10]=[C:11]([P:35]([O:42][CH2:48][CH3:49])([O:36][CH2:37][CH3:38])=[O:39])[C:12]([NH:23][C:24]([OH:26])=[O:25])=[C:13]([P:35]([O:39][CH2:40][CH3:41])([O:36][CH2:37][CH3:38])=[O:42])[CH:14]=1)[C:2]1[CH:7]=[CH:6][CH:5]=[CH:4][CH:3]=1. The catalyst class is: 10. (7) Reactant: [CH3:1][C:2]1[CH:7]=[CH:6][CH:5]=[C:4]([CH3:8])[C:3]=1[C:9]1[CH:14]=[CH:13][C:12]([C:15]([OH:17])=O)=[CH:11][CH:10]=1.CN(C)C=O.C(Cl)(=O)C([Cl:26])=O. Product: [CH3:1][C:2]1[CH:7]=[CH:6][CH:5]=[C:4]([CH3:8])[C:3]=1[C:9]1[CH:14]=[CH:13][C:12]([C:15]([Cl:26])=[O:17])=[CH:11][CH:10]=1. The catalyst class is: 4. (8) Reactant: [O:1]=[CH:2]/[CH:3]=[CH:4]/[C:5]([O:7][CH2:8][CH3:9])=[O:6].[CH3:10][O:11][C:12]1[CH:17]=[CH:16][C:15]([S:18]([N:21]=[CH:22]/[CH:23]=[CH:24]/[C:25]2[CH:30]=[CH:29][C:28]([O:31][CH3:32])=[CH:27][CH:26]=2)(=[O:20])=[O:19])=[CH:14][CH:13]=1. Product: [CH3:32][O:31][C:28]1[CH:29]=[CH:30][C:25]([C@H:24]2[CH:23]=[CH:22][N:21]([S:18]([C:15]3[CH:14]=[CH:13][C:12]([O:11][CH3:10])=[CH:17][CH:16]=3)(=[O:20])=[O:19])[C:2](=[O:1])[C@H:3]2[CH2:4][C:5]([O:7][CH2:8][CH3:9])=[O:6])=[CH:26][CH:27]=1. The catalyst class is: 22.